The task is: Regression. Given a peptide amino acid sequence and an MHC pseudo amino acid sequence, predict their binding affinity value. This is MHC class II binding data.. This data is from Peptide-MHC class II binding affinity with 134,281 pairs from IEDB. (1) The peptide sequence is ASYFAADRILPELTE. The MHC is H-2-IAd with pseudo-sequence H-2-IAd. The binding affinity (normalized) is 0.595. (2) The peptide sequence is GQKYFKGNFQRLAIT. The MHC is HLA-DQA10501-DQB10301 with pseudo-sequence HLA-DQA10501-DQB10301. The binding affinity (normalized) is 0.351. (3) The peptide sequence is RNEVVNDVSTYASGK. The MHC is DRB3_0101 with pseudo-sequence DRB3_0101. The binding affinity (normalized) is 0.630. (4) The peptide sequence is QHNHRPGYHTQTAGP. The MHC is DRB1_0405 with pseudo-sequence DRB1_0405. The binding affinity (normalized) is 0.135. (5) The peptide sequence is NSLILLECFVRSSPA. The MHC is DRB1_0101 with pseudo-sequence DRB1_0101. The binding affinity (normalized) is 0.432. (6) The peptide sequence is QKWDATATELNNALQ. The MHC is DRB1_1302 with pseudo-sequence DRB1_1302. The binding affinity (normalized) is 0.